This data is from Full USPTO retrosynthesis dataset with 1.9M reactions from patents (1976-2016). The task is: Predict the reactants needed to synthesize the given product. (1) Given the product [CH3:1][O:2][C:3](=[O:21])[C@@H:4]([NH:13][C:14]([O:16][C:17]([CH3:18])([CH3:20])[CH3:19])=[O:15])[CH2:5][C:6]1[CH:11]=[CH:10][C:9]([NH:12][C:25](=[O:26])[C:24]2[C:23]([Cl:22])=[CH:31][CH:30]=[CH:29][C:28]=2[Cl:32])=[CH:8][CH:7]=1, predict the reactants needed to synthesize it. The reactants are: [CH3:1][O:2][C:3](=[O:21])[C@@H:4]([NH:13][C:14]([O:16][C:17]([CH3:20])([CH3:19])[CH3:18])=[O:15])[CH2:5][C:6]1[CH:11]=[CH:10][C:9]([NH2:12])=[CH:8][CH:7]=1.[Cl:22][C:23]1[CH:31]=[CH:30][CH:29]=[C:28]([Cl:32])[C:24]=1[C:25](Cl)=[O:26].CCN(C(C)C)C(C)C. (2) Given the product [OH:26][P:4]1(=[O:22])[O:9][CH:8]([C:10]2[C:19]3[C:14](=[CH:15][CH:16]=[CH:17][CH:18]=3)[CH:13]=[CH:12][CH:11]=2)[C:7]([CH3:21])([CH3:20])[CH2:6][O:5]1, predict the reactants needed to synthesize it. The reactants are: [OH-].[Na+].Cl[P:4]1(=[O:22])[O:9][CH:8]([C:10]2[C:19]3[C:14](=[CH:15][CH:16]=[CH:17][CH:18]=3)[CH:13]=[CH:12][CH:11]=2)[C:7]([CH3:21])([CH3:20])[CH2:6][O:5]1.Cl.CC[O:26]CC. (3) Given the product [OH:3][CH2:4][CH2:5][O:6][NH:7][C:8]([C:10]1[N:18]([CH2:19][C:20]#[CH:21])[C:17]2[CH:16]=[CH:15][N:14]=[CH:13][C:12]=2[C:11]=1[NH:22][C:23]1[CH:28]=[CH:27][C:26]([I:29])=[CH:25][C:24]=1[F:30])=[O:9], predict the reactants needed to synthesize it. The reactants are: C([O:3][CH2:4][CH2:5][O:6][NH:7][C:8]([C:10]1[N:18]([CH2:19][C:20]#[CH:21])[C:17]2[CH:16]=[CH:15][N:14]=[CH:13][C:12]=2[C:11]=1[NH:22][C:23]1[CH:28]=[CH:27][C:26]([I:29])=[CH:25][C:24]=1[F:30])=[O:9])=C.Cl.O1CCOCC1. (4) Given the product [CH3:1][C:2]1[CH:3]=[C:4]([S:8]([C:13]2[CH:21]=[C:20]([CH3:22])[C:19]3[N:18]([CH3:23])[C:17]4[CH2:24][CH:25]5[NH:29][CH:28]([C:16]=4[C:15]=3[C:14]=2[C:30]([O:32][C:33]([CH3:36])([CH3:35])[CH3:34])=[O:31])[CH2:27][CH2:26]5)(=[O:10])=[O:9])[CH:5]=[CH:6][CH:7]=1, predict the reactants needed to synthesize it. The reactants are: [CH3:1][C:2]1[CH:3]=[C:4]([S:8]([O-:10])=[O:9])[CH:5]=[CH:6][CH:7]=1.[Na+].Br[C:13]1[CH:21]=[C:20]([CH3:22])[C:19]2[N:18]([CH3:23])[C:17]3[CH2:24][CH:25]4[NH:29][CH:28]([C:16]=3[C:15]=2[C:14]=1[C:30]([O:32][C:33]([CH3:36])([CH3:35])[CH3:34])=[O:31])[CH2:27][CH2:26]4. (5) Given the product [C:8]([N:10]=[C:11]([NH2:13])[NH2:12])#[N:9].[C:14]1([C:16](=[CH:18][CH:19]=[CH:20][CH:21]=1)[OH:17])[OH:15], predict the reactants needed to synthesize it. The reactants are: CC(C(OC)=O)=C.[C:8]([N:10]=[C:11]([NH2:13])[NH2:12])#[N:9].[C:14]1([C:16](=[CH:18][CH:19]=[CH:20][CH:21]=1)[OH:17])[OH:15].CO. (6) Given the product [F:36][C:2]1([F:1])[CH2:5][CH:4]([C:6]2[O:10][N:9]=[C:8]([C:11]3[CH:12]=[CH:13][C:14]([CH3:35])=[C:15]([NH:17][C:18]([C:20]4[N:24]5[CH:25]=[CH:26][C:27]([C:29]#[CH:30])=[CH:28][C:23]5=[N:22][CH:21]=4)=[O:19])[CH:16]=3)[N:7]=2)[CH2:3]1, predict the reactants needed to synthesize it. The reactants are: [F:1][C:2]1([F:36])[CH2:5][CH:4]([C:6]2[O:10][N:9]=[C:8]([C:11]3[CH:12]=[CH:13][C:14]([CH3:35])=[C:15]([NH:17][C:18]([C:20]4[N:24]5[CH:25]=[CH:26][C:27]([C:29]#[C:30][Si](C)(C)C)=[CH:28][C:23]5=[N:22][CH:21]=4)=[O:19])[CH:16]=3)[N:7]=2)[CH2:3]1.C([O-])([O-])=O.[K+].[K+]. (7) Given the product [CH:19]1([C:17]([NH:16][C:14]2[N:15]=[C:10]3[CH:9]=[CH:8][C:7]([O:6][C:5]4[CH:22]=[CH:23][C:2]([NH:1][C:39]([C:34]5[C:33](=[O:42])[N:32]([C:29]6[CH:30]=[CH:31][C:26]([F:25])=[CH:27][C:28]=6[CH3:43])[C:37]([CH3:38])=[CH:36][CH:35]=5)=[O:40])=[CH:3][C:4]=4[F:24])=[CH:12][N:11]3[CH:13]=2)=[O:18])[CH2:21][CH2:20]1, predict the reactants needed to synthesize it. The reactants are: [NH2:1][C:2]1[CH:23]=[CH:22][C:5]([O:6][C:7]2[CH:8]=[CH:9][C:10]3[N:11]([CH:13]=[C:14]([NH:16][C:17]([CH:19]4[CH2:21][CH2:20]4)=[O:18])[N:15]=3)[CH:12]=2)=[C:4]([F:24])[CH:3]=1.[F:25][C:26]1[CH:31]=[CH:30][C:29]([N:32]2[C:37]([CH3:38])=[CH:36][CH:35]=[C:34]([C:39](O)=[O:40])[C:33]2=[O:42])=[C:28]([CH3:43])[CH:27]=1.CN(C(ON1N=NC2C=CC=NC1=2)=[N+](C)C)C.F[P-](F)(F)(F)(F)F.C(N(CC)C(C)C)(C)C. (8) Given the product [CH3:1][O:2][C:3]([C:5]1[C:10]([NH:11][C:16]2[CH:17]=[N:18][CH:19]=[CH:20][CH:21]=2)=[N:9][CH:8]=[C:7]([CH:12]2[CH2:14][CH2:13]2)[N:6]=1)=[O:4], predict the reactants needed to synthesize it. The reactants are: [CH3:1][O:2][C:3]([C:5]1[C:10]([NH2:11])=[N:9][CH:8]=[C:7]([CH:12]2[CH2:14][CH2:13]2)[N:6]=1)=[O:4].Br[C:16]1[CH:17]=[N:18][CH:19]=[CH:20][CH:21]=1. (9) Given the product [CH3:39][C:33]1[CH:34]=[C:35]([CH3:38])[CH:36]=[CH:37][C:32]=1[N:29]1[CH2:28][CH2:27][N:26]([C:24]([C:21]2[CH:22]=[CH:23][C:18]([N:11]3[C@H:10]([CH2:9][OH:8])[CH2:14][CH2:13][S:12]3(=[O:15])=[O:16])=[CH:19][C:20]=2[F:40])=[O:25])[CH2:31][CH2:30]1, predict the reactants needed to synthesize it. The reactants are: C([O:8][CH2:9][C@@H:10]1[CH2:14][CH2:13][S:12](=[O:16])(=[O:15])[NH:11]1)C1C=CC=CC=1.Br[C:18]1[CH:23]=[CH:22][C:21]([C:24]([N:26]2[CH2:31][CH2:30][N:29]([C:32]3[CH:37]=[CH:36][C:35]([CH3:38])=[CH:34][C:33]=3[CH3:39])[CH2:28][CH2:27]2)=[O:25])=[C:20]([F:40])[CH:19]=1. (10) Given the product [NH2:12][C:9]1[CH:10]=[CH:11][C:6]([C:2]([F:1])([F:15])[C:3]([N:24]2[CH2:25][CH2:26][N:21]([CH3:20])[CH2:22][CH2:23]2)=[O:5])=[CH:7][CH:8]=1, predict the reactants needed to synthesize it. The reactants are: [F:1][C:2]([F:15])([C:6]1[CH:11]=[CH:10][C:9]([N+:12]([O-])=O)=[CH:8][CH:7]=1)[C:3]([OH:5])=O.S(Cl)(Cl)=O.[CH3:20][N:21]1[CH2:26][CH2:25][NH:24][CH2:23][CH2:22]1.C(N(CC)C(C)C)(C)C.ClCCCl.